This data is from Full USPTO retrosynthesis dataset with 1.9M reactions from patents (1976-2016). The task is: Predict the reactants needed to synthesize the given product. Given the product [CH3:16][O:15][C:4]1([O:3][CH3:1])[CH2:9][CH2:8][CH:7]([CH2:10][OH:11])[CH2:6][CH2:5]1, predict the reactants needed to synthesize it. The reactants are: [CH2:1]([O:3][C:4]1([O:15][CH2:16]C)[CH2:9][CH2:8][CH:7]([C:10](OCC)=[O:11])[CH2:6][CH2:5]1)C.[H-].[Al+3].[Li+].[H-].[H-].[H-].O.